This data is from Reaction yield outcomes from USPTO patents with 853,638 reactions. The task is: Predict the reaction yield, written as a fraction of the theoretical maximum amount of product (1.0 means a 100% yield; for example, 0.34 means a 34% yield). (1) The reactants are C[Si](C=[N+]=[N-])(C)C.[Br:8][C:9]1[C:17]([CH3:18])=[CH:16][C:12]([C:13]([OH:15])=[O:14])=[C:11]([F:19])[CH:10]=1.[CH3:20]O. The catalyst is C1C=CC=CC=1. The product is [Br:8][C:9]1[C:17]([CH3:18])=[CH:16][C:12]([C:13]([O:15][CH3:20])=[O:14])=[C:11]([F:19])[CH:10]=1. The yield is 0.820. (2) The reactants are [Cl:1][C:2]1[N:7]=[CH:6][C:5]([N:8](C)[C:9](=O)OC(C)(C)C)=[C:4]([I:17])[CH:3]=1.C(O)(C(F)(F)F)=O. The catalyst is C(Cl)Cl. The product is [Cl:1][C:2]1[N:7]=[CH:6][C:5]([NH:8][CH3:9])=[C:4]([I:17])[CH:3]=1. The yield is 0.973. (3) The reactants are [F:1][C:2]1[CH:7]=[C:6]([C:8]2[CH:13]=[CH:12][N:11]=[C:10]3[NH:14][C:15]([C:17]4[CH:22]=[CH:21][CH:20]=[C:19]([N+:23]([O-])=O)[CH:18]=4)=[N:16][C:9]=23)[CH:5]=[CH:4][C:3]=1[CH2:26][NH:27][C:28](=[O:34])[O:29][C:30]([CH3:33])([CH3:32])[CH3:31]. The catalyst is O1CCCC1.[C].[Pd]. The product is [NH2:23][C:19]1[CH:18]=[C:17]([C:15]2[NH:14][C:10]3=[N:11][CH:12]=[CH:13][C:8]([C:6]4[CH:5]=[CH:4][C:3]([CH2:26][NH:27][C:28](=[O:34])[O:29][C:30]([CH3:33])([CH3:31])[CH3:32])=[C:2]([F:1])[CH:7]=4)=[C:9]3[N:16]=2)[CH:22]=[CH:21][CH:20]=1. The yield is 0.930. (4) The reactants are [F:1][C:2]([F:34])([F:33])[C:3]([NH:5][C@H:6]1[C@@H:16]2[N:10]([C:11]3[CH:24]=[C:23]([NH:25]CC4C=CC=CC=4)[CH:22]=[CH:21][C:12]=3[O:13][C:14]3[CH:20]=[CH:19][CH:18]=[CH:17][C:15]=32)[CH2:9][CH2:8][CH2:7]1)=[O:4].Cl.O1CCOCC1. The catalyst is C(O)C.[Pd]. The product is [NH2:25][C:23]1[CH:22]=[CH:21][C:12]2[O:13][C:14]3[CH:20]=[CH:19][CH:18]=[CH:17][C:15]=3[C@@H:16]3[C@H:6]([NH:5][C:3](=[O:4])[C:2]([F:33])([F:34])[F:1])[CH2:7][CH2:8][CH2:9][N:10]3[C:11]=2[CH:24]=1. The yield is 0.530. (5) The reactants are Br[C:2]1[N:7]=[CH:6][C:5]([CH:8]=[O:9])=[CH:4][C:3]=1[CH3:10].[CH3:11][O:12][C:13](=[O:21])[C:14]1[CH:19]=[CH:18][C:17]([OH:20])=[CH:16][CH:15]=1.C([O-])([O-])=O.[K+].[K+]. The catalyst is CN(C=O)C. The product is [CH3:11][O:12][C:13](=[O:21])[C:14]1[CH:19]=[CH:18][C:17]([O:20][C:2]2[C:3]([CH3:10])=[CH:4][C:5]([CH:8]=[O:9])=[CH:6][N:7]=2)=[CH:16][CH:15]=1. The yield is 0.500. (6) The reactants are N[CH2:2][C:3]1[CH:8]=[CH:7][C:6]([NH:9][C:10]([CH2:12][CH2:13][N:14]2[CH2:19][CH2:18][CH:17]([O:20][C:21](=[O:35])[NH:22][C:23]3[CH:28]=[CH:27][CH:26]=[CH:25][C:24]=3[C:29]3[CH:34]=[CH:33][CH:32]=[CH:31][CH:30]=3)[CH2:16][CH2:15]2)=[O:11])=[CH:5][CH:4]=1.NC1C=CC(C[OH:42])=CC=1.CN(C(ON1N=NC2C=CC=NC1=2)=[N+](C)C)C.F[P-](F)(F)(F)(F)F.CCN(C(C)C)C(C)C.CS(C)=O. The catalyst is C(Cl)Cl. The product is [CH:2]([C:3]1[CH:8]=[CH:7][C:6]([NH:9][C:10]([CH2:12][CH2:13][N:14]2[CH2:19][CH2:18][CH:17]([O:20][C:21](=[O:35])[NH:22][C:23]3[CH:28]=[CH:27][CH:26]=[CH:25][C:24]=3[C:29]3[CH:30]=[CH:31][CH:32]=[CH:33][CH:34]=3)[CH2:16][CH2:15]2)=[O:11])=[CH:5][CH:4]=1)=[O:42]. The yield is 0.660. (7) The reactants are I[C:2]1[CH:3]=[C:4]2[N:10]=[CH:9][N:8]([CH2:11][C:12]3[CH:28]=[CH:27][C:15]4[N:16]=[C:17]([NH:19][C@@H:20]5[CH2:25][CH2:24][CH2:23][CH2:22][C@H:21]5[OH:26])[S:18][C:14]=4[CH:13]=3)[C:5]2=[N:6][CH:7]=1.[NH:29]1[CH2:34][CH2:33][O:32][CH2:31][CH2:30]1.N1CCC[C@H]1C(O)=O.C([O-])([O-])=O.[K+].[K+]. The catalyst is CS(C)=O.[Cu]I. The product is [O:32]1[CH2:33][CH2:34][N:29]([C:2]2[CH:3]=[C:4]3[N:10]=[CH:9][N:8]([CH2:11][C:12]4[CH:28]=[CH:27][C:15]5[N:16]=[C:17]([NH:19][C@@H:20]6[CH2:25][CH2:24][CH2:23][CH2:22][C@H:21]6[OH:26])[S:18][C:14]=5[CH:13]=4)[C:5]3=[N:6][CH:7]=2)[CH2:30][CH2:31]1. The yield is 0.110. (8) The reactants are [Br:1][C:2]1[CH:3]=[CH:4][CH:5]=[C:6]2[C:11]=1[N:10]=[C:9]([NH:12][C:13]([CH3:16])([CH3:15])[CH3:14])[C:8](Cl)=[N:7]2.[Br:18][C:19]1[CH:28]=[CH:27][CH:26]=[C:25]2[C:20]=1[N:21]=[C:22](Cl)[C:23]([NH:29][C:30]([CH3:33])([CH3:32])[CH3:31])=[N:24]2.[F-:35].[K+]. The catalyst is CS(C)=O.C(Cl)Cl. The product is [Br:1][C:2]1[CH:3]=[CH:4][CH:5]=[C:6]2[C:11]=1[N:10]=[C:9]([NH:12][C:13]([CH3:16])([CH3:15])[CH3:14])[C:8]([F:35])=[N:7]2.[Br:18][C:19]1[CH:28]=[CH:27][CH:26]=[C:25]2[C:20]=1[N:21]=[C:22]([F:35])[C:23]([NH:29][C:30]([CH3:33])([CH3:32])[CH3:31])=[N:24]2. The yield is 0.640. (9) The yield is 0.570. The catalyst is C(O)C. The product is [Cl:1][C:2]1[CH:9]=[CH:8][C:5]([C:6]#[N:7])=[C:4]([O:11][CH2:12][CH3:13])[CH:3]=1. The reactants are [Cl:1][C:2]1[CH:9]=[CH:8][C:5]([C:6]#[N:7])=[C:4](F)[CH:3]=1.[O-:11][CH2:12][CH3:13].[Na+].